This data is from Catalyst prediction with 721,799 reactions and 888 catalyst types from USPTO. The task is: Predict which catalyst facilitates the given reaction. (1) Product: [OH:6][C:7]1[CH:16]=[CH:15][C:10]2[C:11](=[O:14])[NH:12][S:13][C:9]=2[CH:8]=1. Reactant: B(Br)(Br)Br.C[O:6][C:7]1[CH:16]=[CH:15][C:10]2[C:11](=[O:14])[NH:12][S:13][C:9]=2[CH:8]=1.C([O-])(O)=O.[Na+]. The catalyst class is: 2. (2) Reactant: [C:1]([O:5][C:6]([N:8]1[CH2:13][CH2:12][C:11](=[O:14])[CH2:10][CH2:9]1)=[O:7])([CH3:4])([CH3:3])[CH3:2].[CH3:15][Si:16](Cl)([CH3:18])[CH3:17]. Product: [C:1]([O:5][C:6]([N:8]1[CH2:9][CH:10]=[C:11]([O:14][Si:16]([CH3:18])([CH3:17])[CH3:15])[CH2:12][CH2:13]1)=[O:7])([CH3:4])([CH3:2])[CH3:3]. The catalyst class is: 338. (3) Reactant: O[CH:2]([C:4]1[N:15]([C@@H:16]2[CH2:21][O:20][C@@H:19]([CH2:22][C:23]#[N:24])[CH2:18][CH2:17]2)[C:7]2=[C:8]3[S:14][CH:13]=[CH:12][C:9]3=[N:10][CH:11]=[C:6]2[N:5]=1)[CH3:3].C(N)C.COCCN(S(F)(F)[F:38])CCOC. Product: [F:38][CH:2]([C:4]1[N:15]([C@@H:16]2[CH2:21][O:20][C@@H:19]([CH2:22][C:23]#[N:24])[CH2:18][CH2:17]2)[C:7]2=[C:8]3[S:14][CH:13]=[CH:12][C:9]3=[N:10][CH:11]=[C:6]2[N:5]=1)[CH3:3]. The catalyst class is: 2. (4) Reactant: [CH3:1][O:2][C:3]1[CH:4]=[C:5]2[C:10](=[CH:11][C:12]=1[O:13][CH3:14])[N:9]=[CH:8][CH:7]=[C:6]2[O:15][C:16]1[CH:22]=[CH:21][C:19]([NH2:20])=[C:18](OC)[CH:17]=1.C(N(CC)CC)C.ClC(Cl)(O[C:36](=[O:42])OC(Cl)(Cl)Cl)Cl.[CH3:44][C:45]1[N:46]=[C:47]([CH:50]([NH2:52])[CH3:51])[S:48][CH:49]=1. Product: [CH3:1][O:2][C:3]1[CH:4]=[C:5]2[C:10](=[CH:11][C:12]=1[O:13][CH3:14])[N:9]=[CH:8][CH:7]=[C:6]2[O:15][C:16]1[CH:17]=[CH:18][C:19]([NH:20][C:36]([NH:52][CH:50]([C:47]2[S:48][CH:49]=[C:45]([CH3:44])[N:46]=2)[CH3:51])=[O:42])=[CH:21][CH:22]=1. The catalyst class is: 22. (5) Reactant: [CH3:1][C:2]1([CH3:18])[O:7][C:6]2[CH:8]=[CH:9][C:10]([C@H:12]3[O:16][C:15](=[O:17])[NH:14][CH2:13]3)=[CH:11][C:5]=2[CH2:4][O:3]1.[H-].[Na+].Br[CH2:22][CH2:23][CH2:24][CH2:25][CH2:26][CH2:27][O:28][CH2:29][CH2:30][OH:31].P([O-])([O-])([O-])=O. Product: [CH3:1][C:2]1([CH3:18])[O:7][C:6]2[CH:8]=[CH:9][C:10]([C@H:12]3[O:16][C:15](=[O:17])[N:14]([CH2:22][CH2:23][CH2:24][CH2:25][CH2:26][CH2:27][O:28][CH2:29][CH2:30][OH:31])[CH2:13]3)=[CH:11][C:5]=2[CH2:4][O:3]1. The catalyst class is: 18. (6) Reactant: [CH3:1][O:2][C:3]1[CH:8]=[CH:7][CH:6]=[CH:5][C:4]=1[CH:9]=[CH:10][C:11]([NH:13][C@H:14]([C:25]([O:27]C)=[O:26])[CH2:15][C:16]1[C:24]2[C:19](=[CH:20][CH:21]=[CH:22][CH:23]=2)[NH:18][CH:17]=1)=[O:12].[OH-].[Na+:30]. Product: [CH3:1][O:2][C:3]1[CH:8]=[CH:7][CH:6]=[CH:5][C:4]=1[CH:9]=[CH:10][C:11]([NH:13][C@H:14]([C:25]([O-:27])=[O:26])[CH2:15][C:16]1[C:24]2[C:19](=[CH:20][CH:21]=[CH:22][CH:23]=2)[NH:18][CH:17]=1)=[O:12].[Na+:30]. The catalyst class is: 5. (7) Reactant: [CH3:1][C:2]1([CH3:37])[C:11]2=[CH:12][C:13]([B:23]3[O:27][C:26]([CH3:29])([CH3:28])[C:25]([CH3:31])([CH3:30])[O:24]3)=[CH:14][C:15]3[C:16]([CH3:22])([CH3:21])[C:17]4[CH:18]=[CH:19][CH:20]=[C:7]5[C:8]=4[N:9]([C:10]=32)[C:4]2[C:5](=[CH:34][CH:35]=[CH:36][C:3]1=2)[C:6]5([CH3:33])[CH3:32].[Br:38]N1C(=O)CCC1=O. Product: [Br:38][C:19]1[CH:18]=[C:17]2[C:16]([CH3:21])([CH3:22])[C:15]3[CH:14]=[C:13]([B:23]4[O:24][C:25]([CH3:31])([CH3:30])[C:26]([CH3:29])([CH3:28])[O:27]4)[CH:12]=[C:11]4[C:2]([CH3:37])([CH3:1])[C:3]5[C:4]6[N:9]([C:10]=34)[C:8]2=[C:7]([C:6]([CH3:33])([CH3:32])[C:5]=6[CH:34]=[CH:35][CH:36]=5)[CH:20]=1. The catalyst class is: 22. (8) Reactant: [Si:1]([O:8][CH:9]([C:22]1[O:23][CH:24]=[CH:25][N:26]=1)[CH2:10][CH2:11][CH2:12][CH2:13][CH2:14][CH2:15][C:16]1[CH:21]=[CH:20][CH:19]=[CH:18][CH:17]=1)([C:4]([CH3:7])([CH3:6])[CH3:5])([CH3:3])[CH3:2].[Li]C(C)(C)C.C1C=CC(S(N(S(C2C=CC=CC=2)(=O)=O)[F:42])(=O)=O)=CC=1. Product: [Si:1]([O:8][CH:9]([C:22]1[O:23][C:24]([F:42])=[CH:25][N:26]=1)[CH2:10][CH2:11][CH2:12][CH2:13][CH2:14][CH2:15][C:16]1[CH:21]=[CH:20][CH:19]=[CH:18][CH:17]=1)([C:4]([CH3:7])([CH3:5])[CH3:6])([CH3:2])[CH3:3]. The catalyst class is: 49.